Dataset: Full USPTO retrosynthesis dataset with 1.9M reactions from patents (1976-2016). Task: Predict the reactants needed to synthesize the given product. Given the product [C:1]([O:5][C:6]([N:8]1[C:17]2[C:12](=[CH:13][CH:14]=[C:15]([CH:18]([CH2:23][CH2:24][CH2:25][CH2:26][CH3:27])[C:19]#[CH:20])[CH:16]=2)[C:11]([CH3:28])([CH3:29])[CH2:10][CH2:9]1)=[O:7])([CH3:4])([CH3:3])[CH3:2], predict the reactants needed to synthesize it. The reactants are: [C:1]([O:5][C:6]([N:8]1[C:17]2[C:12](=[CH:13][CH:14]=[C:15]([CH:18]([CH2:23][CH2:24][CH2:25][CH2:26][CH3:27])[CH:19]=[C:20](Br)Br)[CH:16]=2)[C:11]([CH3:29])([CH3:28])[CH2:10][CH2:9]1)=[O:7])([CH3:4])([CH3:3])[CH3:2].C([Li])CCC.